Dataset: Full USPTO retrosynthesis dataset with 1.9M reactions from patents (1976-2016). Task: Predict the reactants needed to synthesize the given product. (1) Given the product [OH:17][C:13]1[CH:12]=[CH:11][CH:10]=[C:9]2[C:14]=1[C:15](=[O:16])[C:6]([C:4]([OH:5])=[O:3])=[CH:7][NH:8]2, predict the reactants needed to synthesize it. The reactants are: C([O:3][C:4]([C:6]1[C:15](=[O:16])[C:14]2[C:9](=[CH:10][CH:11]=[CH:12][C:13]=2[OH:17])[NH:8][CH:7]=1)=[O:5])C. (2) Given the product [F:1][C:2]1[CH:7]=[CH:6][C:5]([CH3:8])=[CH:4][C:3]=1[NH:9][C:10]([NH:12][C:13]1[CH:33]=[CH:32][C:16]([O:17][C:18]2[CH:23]=[CH:22][N:21]=[C:20]([C:24]3[NH:28][CH:27]=[C:26]([C:29]([N:67]4[CH2:71][CH2:70][C@@H:69]([OH:72])[CH2:68]4)=[O:30])[CH:25]=3)[CH:19]=2)=[CH:15][CH:14]=1)=[O:11], predict the reactants needed to synthesize it. The reactants are: [F:1][C:2]1[CH:7]=[CH:6][C:5]([CH3:8])=[CH:4][C:3]=1[NH:9][C:10]([NH:12][C:13]1[CH:33]=[CH:32][C:16]([O:17][C:18]2[CH:23]=[CH:22][N:21]=[C:20]([C:24]3[NH:28][CH:27]=[C:26]([C:29](O)=[O:30])[CH:25]=3)[CH:19]=2)=[CH:15][CH:14]=1)=[O:11].CN(C(ON1N=NC2C=CC=NC1=2)=[N+](C)C)C.F[P-](F)(F)(F)(F)F.C(N(CC)C(C)C)(C)C.[NH:67]1[CH2:71][CH2:70][C@@H:69]([OH:72])[CH2:68]1.Cl.